Regression. Given a peptide amino acid sequence and an MHC pseudo amino acid sequence, predict their binding affinity value. This is MHC class I binding data. From a dataset of Peptide-MHC class I binding affinity with 185,985 pairs from IEDB/IMGT. (1) The peptide sequence is LTGHMLDMY. The MHC is HLA-A26:01 with pseudo-sequence HLA-A26:01. The binding affinity (normalized) is 0.145. (2) The peptide sequence is GKQYIHCFRK. The MHC is HLA-A33:01 with pseudo-sequence HLA-A33:01. The binding affinity (normalized) is 0.0486. (3) The peptide sequence is NVQSLIKFI. The MHC is HLA-A68:02 with pseudo-sequence HLA-A68:02. The binding affinity (normalized) is 0.394. (4) The MHC is HLA-B15:17 with pseudo-sequence HLA-B15:17. The peptide sequence is LAVMGDAAW. The binding affinity (normalized) is 0.695. (5) The peptide sequence is FLSHDFTLV. The MHC is HLA-A68:02 with pseudo-sequence HLA-A68:02. The binding affinity (normalized) is 0.403.